From a dataset of Forward reaction prediction with 1.9M reactions from USPTO patents (1976-2016). Predict the product of the given reaction. (1) The product is: [F:20][C:19]([F:22])([F:21])[O:18][C:14]1[CH:13]=[C:12]([N:5]2[C:6]3[N:7]=[CH:8][CH:9]=[CH:10][C:11]=3[C:2]3[NH:38][N:39]=[C:24]([CH2:25][C:26]4[CH:31]=[CH:30][CH:29]=[C:28]([C:32]([F:34])([F:33])[F:35])[CH:27]=4)[C:3]=3[C:40]2=[O:43])[CH:17]=[CH:16][CH:15]=1. Given the reactants O[C:2]1[C:11]2[C:6](=[N:7][CH:8]=[CH:9][CH:10]=2)[N:5]([C:12]2[CH:17]=[CH:16][CH:15]=[C:14]([O:18][C:19]([F:22])([F:21])[F:20])[CH:13]=2)C(=O)[C:3]=1[C:24](=O)[CH2:25][C:26]1[CH:31]=[CH:30][CH:29]=[C:28]([C:32]([F:35])([F:34])[F:33])[CH:27]=1.O.[NH2:38][NH2:39].[C:40](=[O:43])([O-])O.[Na+], predict the reaction product. (2) Given the reactants [CH:1]([O:3][CH2:4][CH3:5])=[O:2].[CH3:6][CH2:7][CH2:8][CH2:9][CH2:10][CH3:11], predict the reaction product. The product is: [CH:1]([O:3][CH2:4][CH3:5])=[O:2].[CH3:6][CH2:7][CH2:8][CH2:9][CH2:10][CH3:11]. (3) Given the reactants [CH3:1][O:2][C:3]1[CH:12]=[CH:11][C:10]([S:13](=[O:16])(=[O:15])[NH2:14])=[CH:9][C:4]=1[C:5]([O:7]C)=[O:6].[OH-].[Na+].Cl, predict the reaction product. The product is: [CH3:1][O:2][C:3]1[CH:12]=[CH:11][C:10]([S:13](=[O:16])(=[O:15])[NH2:14])=[CH:9][C:4]=1[C:5]([OH:7])=[O:6]. (4) Given the reactants [CH3:1][C:2]1[CH:6]=[CH:5][O:4][C:3]=1[C:7]([NH:9][C:10]1[CH:11]=[C:12]([CH:28]=[CH:29][CH:30]=1)[O:13][C:14]1[CH:19]=[CH:18][N:17]=[C:16]([C:20]2[NH:24][CH:23]=[C:22]([C:25]([OH:27])=O)[CH:21]=2)[CH:15]=1)=[O:8].CN(C(ON1N=NC2C=CC=NC1=2)=[N+](C)C)C.F[P-](F)(F)(F)(F)F.C(N(CC)C(C)C)(C)C.Cl.[CH3:65][O:66][C:67](=[O:79])[C@H:68]([CH2:70][CH2:71][C:72]([O:74][C:75]([CH3:78])([CH3:77])[CH3:76])=[O:73])[NH2:69].Cl, predict the reaction product. The product is: [CH3:1][C:2]1[CH:6]=[CH:5][O:4][C:3]=1[C:7]([NH:9][C:10]1[CH:11]=[C:12]([CH:28]=[CH:29][CH:30]=1)[O:13][C:14]1[CH:19]=[CH:18][N:17]=[C:16]([C:20]2[NH:24][CH:23]=[C:22]([C:25]([NH:69][CH:68]([CH2:70][CH2:71][C:72]([O:74][C:75]([CH3:78])([CH3:77])[CH3:76])=[O:73])[C:67]([O:66][CH3:65])=[O:79])=[O:27])[CH:21]=2)[CH:15]=1)=[O:8]. (5) Given the reactants [OH:1][C:2]1[CH:9]=[CH:8][C:5]([CH:6]=[O:7])=[CH:4][CH:3]=1.C(=O)([O-])[O-].[Cs+].[Cs+].Cl.Cl[CH2:18][C:19]1[CH:24]=[CH:23][CH:22]=[CH:21][N:20]=1, predict the reaction product. The product is: [N:20]1[CH:21]=[CH:22][CH:23]=[CH:24][C:19]=1[CH2:18][O:1][C:2]1[CH:9]=[CH:8][C:5]([CH:6]=[O:7])=[CH:4][CH:3]=1. (6) Given the reactants [H-].[Na+].C(OP([CH2:11][C:12]([O:14][CH2:15][CH3:16])=[O:13])(OCC)=O)C.[CH:17]([C:19]1[N:20]([C:24]([C:37]2[CH:42]=[CH:41][CH:40]=[CH:39][CH:38]=2)([C:31]2[CH:36]=[CH:35][CH:34]=[CH:33][CH:32]=2)[C:25]2[CH:30]=[CH:29][CH:28]=[CH:27][CH:26]=2)[CH:21]=[CH:22][N:23]=1)=O.O, predict the reaction product. The product is: [C:24]([N:20]1[CH:21]=[CH:22][N:23]=[C:19]1/[CH:17]=[CH:11]/[C:12]([O:14][CH2:15][CH3:16])=[O:13])([C:31]1[CH:32]=[CH:33][CH:34]=[CH:35][CH:36]=1)([C:37]1[CH:42]=[CH:41][CH:40]=[CH:39][CH:38]=1)[C:25]1[CH:30]=[CH:29][CH:28]=[CH:27][CH:26]=1. (7) Given the reactants [CH2:1]([O:8][C:9]1[C:10](=[O:18])[CH:11]=[C:12]([CH:15]([F:17])[F:16])O[CH:14]=1)[C:2]1[CH:7]=[CH:6][CH:5]=[CH:4][CH:3]=1.[CH2:19]([NH2:22])[CH:20]=[CH2:21], predict the reaction product. The product is: [CH2:19]([N:22]1[CH:14]=[C:9]([O:8][CH2:1][C:2]2[CH:3]=[CH:4][CH:5]=[CH:6][CH:7]=2)[C:10](=[O:18])[CH:11]=[C:12]1[CH:15]([F:16])[F:17])[CH:20]=[CH2:21].